Dataset: Reaction yield outcomes from USPTO patents with 853,638 reactions. Task: Predict the reaction yield, written as a fraction of the theoretical maximum amount of product (1.0 means a 100% yield; for example, 0.34 means a 34% yield). (1) The reactants are [NH:1]1[CH:5]=[CH:4][N:3]=[N:2]1.I[C:7]1[CH:12]=[CH:11][C:10](OC(F)(F)F)=[CH:9][CH:8]=1.C([O-])([O-])=O.[Cs+].[Cs+].O[C:25]1[CH:26]=[CH:27][CH:28]=[C:29]2[C:34]=1N=CC=C2. The catalyst is [Cu]I.CN(C=O)C.O. The product is [C:7]1([N:1]2[CH:5]=[CH:4][N:3]([C:25]3[CH:26]=[CH:27][CH:28]=[CH:29][CH:34]=3)[NH:2]2)[CH:12]=[CH:11][CH:10]=[CH:9][CH:8]=1. The yield is 0.130. (2) The reactants are [H-].[Na+].[Cl:3][C:4]1[N:9]=[CH:8][C:7]([C:10]2[NH:14][C:13]([C@@H:15]3[CH2:19][CH2:18][CH2:17][N:16]3[C:20]([O:22][C:23]([CH3:26])([CH3:25])[CH3:24])=[O:21])=[N:12][CH:11]=2)=[CH:6][N:5]=1.[CH3:27][Si:28]([CH2:31][CH2:32][O:33][CH2:34]Cl)([CH3:30])[CH3:29]. The catalyst is CN(C=O)C. The product is [Cl:3][C:4]1[N:9]=[CH:8][C:7]([C:10]2[N:14]([CH2:34][O:33][CH2:32][CH2:31][Si:28]([CH3:30])([CH3:29])[CH3:27])[C:13]([C@@H:15]3[CH2:19][CH2:18][CH2:17][N:16]3[C:20]([O:22][C:23]([CH3:26])([CH3:25])[CH3:24])=[O:21])=[N:12][CH:11]=2)=[CH:6][N:5]=1. The yield is 0.850. (3) The reactants are [I:1][C:2]1[C:10]2[C:5](=[N:6][CH:7]=[N:8][C:9]=2[NH2:11])[NH:4][N:3]=1.O[C@H:13]1[CH2:18][CH2:17][CH2:16][N:15]([C:19]([O:21][C:22]([CH3:25])([CH3:24])[CH3:23])=[O:20])[CH2:14]1.C1(P(C2C=CC=CC=2)C2C=CC=CC=2)C=CC=CC=1.N(C(OC(C)C)=O)=NC(OC(C)C)=O. The catalyst is O1CCCC1. The product is [NH2:11][C:9]1[N:8]=[CH:7][N:6]=[C:5]2[N:4]([C@@H:17]3[CH2:18][CH2:13][CH2:14][N:15]([C:19]([O:21][C:22]([CH3:25])([CH3:24])[CH3:23])=[O:20])[CH2:16]3)[N:3]=[C:2]([I:1])[C:10]=12. The yield is 0.330. (4) The product is [CH2:13]([C:17]1[N:18]=[C:19]([CH3:48])[N:20]([CH2:39][C:40]2[CH:45]=[CH:44][CH:43]=[C:42]([F:46])[C:41]=2[F:47])[C:21](=[O:38])[C:22]=1[CH2:23][C:24]1[CH:25]=[CH:26][C:27]([C:30]2[CH:35]=[CH:34][CH:33]=[CH:32][C:31]=2[C:36]2[NH:3][C:4](=[O:7])[O:5][N:37]=2)=[CH:28][CH:29]=1)[CH2:14][CH2:15][CH3:16]. The yield is 0.840. The catalyst is C(OCC)(=O)C. The reactants are [Cl-].O[NH3+:3].[C:4](=[O:7])([O-])[OH:5].[Na+].CS(C)=O.[CH2:13]([C:17]1[N:18]=[C:19]([CH3:48])[N:20]([CH2:39][C:40]2[CH:45]=[CH:44][CH:43]=[C:42]([F:46])[C:41]=2[F:47])[C:21](=[O:38])[C:22]=1[CH2:23][C:24]1[CH:29]=[CH:28][C:27]([C:30]2[C:31]([C:36]#[N:37])=[CH:32][CH:33]=[CH:34][CH:35]=2)=[CH:26][CH:25]=1)[CH2:14][CH2:15][CH3:16].